This data is from Reaction yield outcomes from USPTO patents with 853,638 reactions. The task is: Predict the reaction yield, written as a fraction of the theoretical maximum amount of product (1.0 means a 100% yield; for example, 0.34 means a 34% yield). (1) The catalyst is C(OCC)C. The reactants are Br[C:2]1[CH:7]=[CH:6][C:5]([S:8][CH3:9])=[CH:4][C:3]=1[CH3:10].[Li]C(C)(C)C.[B:16](OC)([O:19]C)[O:17]C.Cl. The yield is 0.520. The product is [CH3:10][C:3]1[CH:4]=[C:5]([S:8][CH3:9])[CH:6]=[CH:7][C:2]=1[B:16]([OH:19])[OH:17]. (2) The catalyst is C1COCC1. The yield is 0.450. The product is [Br:25][CH2:24][CH2:23][CH2:22][CH2:21][CH2:20][CH2:19][CH2:18][C:10]([CH3:12])([CH3:11])[C:9]([O:14][CH2:15][CH3:16])=[O:13]. The reactants are [Li+].CC([N-]C(C)C)C.[C:9]([O:14][CH2:15][CH3:16])(=[O:13])[CH:10]([CH3:12])[CH3:11].Br[CH2:18][CH2:19][CH2:20][CH2:21][CH2:22][CH2:23][CH2:24][Br:25].